Dataset: Reaction yield outcomes from USPTO patents with 853,638 reactions. Task: Predict the reaction yield, written as a fraction of the theoretical maximum amount of product (1.0 means a 100% yield; for example, 0.34 means a 34% yield). (1) The reactants are [C:1](O)([C:3](F)(F)F)=[O:2].N1C2C(=NC=CC=2)N(N2C(/C=[C:23]3\[C:24](=[O:33])[NH:25][C:26]4[C:31]\3=CC(F)=CC=4)=C(C)C(C([O-])=O)=C2C)N=1.CC[N:41](C(C)C)C(C)C. The catalyst is C(Cl)Cl.CN(C=O)C. The product is [NH2:41][C@H:23]1[CH2:31][CH2:26][N:25]([CH2:3][CH2:1][OH:2])[C:24]1=[O:33]. The yield is 0.792. (2) The reactants are [NH2:1][C:2]1[CH:7]=[C:6]([CH2:8][OH:9])[CH:5]=[CH:4][N:3]=1.[C:10](O[C:10]([O:12][C:13]([CH3:16])([CH3:15])[CH3:14])=[O:11])([O:12][C:13]([CH3:16])([CH3:15])[CH3:14])=[O:11]. The catalyst is CC(O)(C)C. The product is [C:13]([O:12][C:10](=[O:11])[NH:1][C:2]1[CH:7]=[C:6]([CH2:8][OH:9])[CH:5]=[CH:4][N:3]=1)([CH3:16])([CH3:15])[CH3:14]. The yield is 0.710. (3) The reactants are [C:1]1([C:13]2[CH:18]=[CH:17][CH:16]=[CH:15][CH:14]=2)[CH:6]=[CH:5][C:4]([C:7]#[C:8][CH2:9][CH2:10][CH2:11][OH:12])=[CH:3][CH:2]=1. The catalyst is CO.[Pd]. The product is [C:1]1([C:13]2[CH:14]=[CH:15][CH:16]=[CH:17][CH:18]=2)[CH:2]=[CH:3][C:4]([CH2:7][CH2:8][CH2:9][CH2:10][CH2:11][OH:12])=[CH:5][CH:6]=1. The yield is 0.880. (4) The catalyst is CN(C)C=O. The reactants are [OH:1][C:2]1[CH:11]=[C:10]2[C:5]([CH2:6][CH2:7][C:8](=[O:12])[NH:9]2)=[CH:4][CH:3]=1.C(=O)([O-])[O-].[K+].[K+].[Br:19][CH2:20][CH2:21][CH2:22][CH2:23]Br.O. The yield is 0.320. The product is [Br:19][CH2:20][CH2:21][CH2:22][CH2:23][O:1][C:2]1[CH:11]=[C:10]2[C:5]([CH2:6][CH2:7][C:8](=[O:12])[NH:9]2)=[CH:4][CH:3]=1. (5) The reactants are Br[C:2]1[CH:3]=[CH:4][C:5]2[S:9][C:8]([CH3:10])=[N:7][C:6]=2[CH:11]=1.[B:12]1([B:12]2[O:16][C:15]([CH3:18])([CH3:17])[C:14]([CH3:20])([CH3:19])[O:13]2)[O:16][C:15]([CH3:18])([CH3:17])[C:14]([CH3:20])([CH3:19])[O:13]1.C([O-])(=O)C.[K+]. The catalyst is O1CCCC1. The product is [CH3:10][C:8]1[S:9][C:5]2[CH:4]=[CH:3][C:2]([B:12]3[O:16][C:15]([CH3:18])([CH3:17])[C:14]([CH3:20])([CH3:19])[O:13]3)=[CH:11][C:6]=2[N:7]=1. The yield is 0.810. (6) The reactants are O.[F:2][C:3]([F:11])([F:10])[C:4]([C:6]([F:9])([F:8])[F:7])=[O:5].O.O.[F:2][C:3]([F:11])([F:10])[C:4]([C:6]([F:9])([F:8])[F:7])=[O:5].[C:24]([C:27]1[CH:32]=[CH:31][CH:30]=[CH:29][CH:28]=1)(=[O:26])C. No catalyst specified. The product is [F:2][C:3]([F:11])([F:10])[C:4]([OH:5])([C:6]([F:9])([F:8])[F:7])[C:24]([C:27]1[CH:32]=[CH:31][CH:30]=[CH:29][CH:28]=1)=[O:26]. The yield is 0.860. (7) The reactants are [CH3:1]C(C)([O-])C.[K+].[I-].C[P+](C1C=CC=CC=1)(C1C=CC=CC=1)C1C=CC=CC=1.[Br:28][C:29]1[CH:30]=[C:31]([CH:35]([N:39]2[CH:43]=[C:42]([C:44]3[C:45]4[CH:52]=[CH:51][N:50]([CH2:53][O:54][CH2:55][CH2:56][Si:57]([CH3:60])([CH3:59])[CH3:58])[C:46]=4[N:47]=[CH:48][N:49]=3)[CH:41]=[N:40]2)[CH2:36][CH:37]=O)[CH:32]=[CH:33][CH:34]=1. The catalyst is C1COCC1. The product is [Br:28][C:29]1[CH:30]=[C:31]([CH:35]([N:39]2[CH:43]=[C:42]([C:44]3[C:45]4[CH:52]=[CH:51][N:50]([CH2:53][O:54][CH2:55][CH2:56][Si:57]([CH3:60])([CH3:58])[CH3:59])[C:46]=4[N:47]=[CH:48][N:49]=3)[CH:41]=[N:40]2)[CH2:36][CH:37]=[CH2:1])[CH:32]=[CH:33][CH:34]=1. The yield is 0.400.